From a dataset of Full USPTO retrosynthesis dataset with 1.9M reactions from patents (1976-2016). Predict the reactants needed to synthesize the given product. Given the product [Br:1][C:2]1[CH:3]=[N:4][C:5]([C:13]([F:16])([F:15])[F:14])=[N:6][CH:7]=1, predict the reactants needed to synthesize it. The reactants are: [Br:1][C:2]1[CH:3]=[N:4][C:5](I)=[N:6][CH:7]=1.[Si]([C:13]([F:16])([F:15])[F:14])(C)(C)C.[F-].[K+].